Dataset: TCR-epitope binding with 47,182 pairs between 192 epitopes and 23,139 TCRs. Task: Binary Classification. Given a T-cell receptor sequence (or CDR3 region) and an epitope sequence, predict whether binding occurs between them. (1) The epitope is GTITSGWTF. The TCR CDR3 sequence is CASSPGRLLEQYF. Result: 0 (the TCR does not bind to the epitope). (2) The epitope is IVTDFSVIK. The TCR CDR3 sequence is CSALADTQYF. Result: 1 (the TCR binds to the epitope).